Dataset: Forward reaction prediction with 1.9M reactions from USPTO patents (1976-2016). Task: Predict the product of the given reaction. (1) Given the reactants [C:1]([C:3]1[CH:4]=[C:5]([C:9]2[N:10]=[C:11]3[N:15]([C:16]=2[C:17]2[CH:22]=[CH:21][N:20]=[C:19]([NH:23][C@@H:24]4[CH2:29][CH2:28][CH2:27][N:26]([C:30]([O:32][C:33]([CH3:36])([CH3:35])[CH3:34])=[O:31])[CH2:25]4)[N:18]=2)[CH:14]=[CH:13][S:12]3)[CH:6]=[CH:7][CH:8]=1)#[N:2].[OH-:37].[Na+], predict the reaction product. The product is: [C:33]([O:32][C:30]([N:26]1[CH2:27][CH2:28][CH2:29][C@@H:24]([NH:23][C:19]2[N:18]=[C:17]([C:16]3[N:15]4[C:11]([S:12][CH:13]=[CH:14]4)=[N:10][C:9]=3[C:5]3[CH:6]=[CH:7][CH:8]=[C:3]([C:1](=[O:37])[NH2:2])[CH:4]=3)[CH:22]=[CH:21][N:20]=2)[CH2:25]1)=[O:31])([CH3:36])([CH3:35])[CH3:34]. (2) Given the reactants Cl.Cl.[NH:3]1[C:11]2[C:6](=[CH:7][C:8]([NH:12][C:13]3[C:22]4[C:17](=[CH:18][CH:19]=[C:20]([O:23][CH2:24][CH2:25][N:26]5[CH2:31][CH2:30][N:29]([CH3:32])[CH2:28][CH2:27]5)[CH:21]=4)[N:16]=[C:15]([C:33]4[CH:34]=[C:35]([NH:39][C:40](=[O:44])[CH2:41][CH2:42][CH3:43])[CH:36]=[CH:37][CH:38]=4)[N:14]=3)=[CH:9][CH:10]=2)[CH:5]=[N:4]1, predict the reaction product. The product is: [NH:3]1[C:11]2[C:6](=[CH:7][C:8]([NH:12][C:13]3[C:22]4[C:17](=[CH:18][CH:19]=[C:20]([O:23][CH2:24][CH2:25][N:26]5[CH2:27][CH2:28][N:29]([CH3:32])[CH2:30][CH2:31]5)[CH:21]=4)[N:16]=[C:15]([C:33]4[CH:34]=[C:35]([NH:39][C:40](=[O:44])[CH2:41][CH2:42][CH3:43])[CH:36]=[CH:37][CH:38]=4)[N:14]=3)=[CH:9][CH:10]=2)[CH:5]=[N:4]1.